From a dataset of Forward reaction prediction with 1.9M reactions from USPTO patents (1976-2016). Predict the product of the given reaction. (1) Given the reactants [Br:1][C:2]1[CH:3]=[CH:4][C:5]([C:8]([OH:10])=O)=[N:6][CH:7]=1.CN(C(ON1N=NC2C=CC=CC1=2)=[N+](C)C)C.F[P-](F)(F)(F)(F)F.Cl.Cl.[NH2:37][CH2:38][C:39]1[CH:45]=[C:44]([Br:46])[CH:43]=[CH:42][C:40]=1[NH2:41].CCN(C(C)C)C(C)C, predict the reaction product. The product is: [NH2:41][C:40]1[CH:42]=[CH:43][C:44]([Br:46])=[CH:45][C:39]=1[CH2:38][NH:37][C:8]([C:5]1[CH:4]=[CH:3][C:2]([Br:1])=[CH:7][N:6]=1)=[O:10]. (2) Given the reactants [NH2:1][C@@H:2]([CH2:6][CH:7]1[CH2:12][CH2:11][NH:10][CH2:9][CH2:8]1)[C:3]([OH:5])=[O:4].[CH3:13][C:14]([O:17][C:18](O[C:18]([O:17][C:14]([CH3:16])([CH3:15])[CH3:13])=[O:19])=[O:19])([CH3:16])[CH3:15], predict the reaction product. The product is: [C:14]([O:17][C:18]([NH:1][C@@H:2]([CH2:6][CH:7]1[CH2:8][CH2:9][N:10]([C:18]([O:17][C:14]([CH3:16])([CH3:15])[CH3:13])=[O:19])[CH2:11][CH2:12]1)[C:3]([OH:5])=[O:4])=[O:19])([CH3:16])([CH3:15])[CH3:13]. (3) Given the reactants Br[C:2]12[CH2:11][C:6]3([CH3:12])[CH2:7][CH:8]([CH2:10][C:4]([CH3:13])([CH2:5]3)[CH2:3]1)[CH2:9]2.C[N:15](C)[CH:16]=[O:17].S(=O)(=O)(O)O.[Cl:24][CH2:25]C#N, predict the reaction product. The product is: [Cl:24][CH2:25][C:16]([NH:15][C:2]12[CH2:11][C:6]3([CH3:12])[CH2:7][CH:8]([CH2:10][C:4]([CH3:13])([CH2:5]3)[CH2:3]1)[CH2:9]2)=[O:17]. (4) Given the reactants C(OC1C=CC(C(N)=O)=CC=1N=C=S)(C)C.[C:17]([O:21][C:22]1[CH:30]=[CH:29][C:25]([C:26]([NH2:28])=[O:27])=[CH:24][C:23]=1[N+:31]([O-])=O)([CH3:20])([CH3:19])[CH3:18].C(OC1C=CC(C(N)=O)=CC=1[N+]([O-])=O)(C)C, predict the reaction product. The product is: [NH2:31][C:23]1[CH:24]=[C:25]([CH:29]=[CH:30][C:22]=1[O:21][C:17]([CH3:20])([CH3:19])[CH3:18])[C:26]([NH2:28])=[O:27].